This data is from Catalyst prediction with 721,799 reactions and 888 catalyst types from USPTO. The task is: Predict which catalyst facilitates the given reaction. Reactant: [H-].[Na+].[NH2:3][C:4]1[CH:9]=[CH:8][CH:7]=[CH:6][N:5]=1.F[C:11]1[CH:16]=[C:15]([F:17])[CH:14]=[CH:13][C:12]=1[N+:18]([O-:20])=[O:19]. Product: [F:17][C:15]1[CH:14]=[CH:13][C:12]([N+:18]([O-:20])=[O:19])=[C:11]([NH:3][C:4]2[CH:9]=[CH:8][CH:7]=[CH:6][N:5]=2)[CH:16]=1. The catalyst class is: 1.